From a dataset of hERG Central: cardiac toxicity at 1µM, 10µM, and general inhibition. Predict hERG channel inhibition at various concentrations. (1) The compound is CCOC(=O)N1CCC(N2CCCC(C(=O)c3cc(C)c(OC)c(C)c3)C2)CC1. Results: hERG_inhib (hERG inhibition (general)): blocker. (2) The drug is COc1ccccc1N(Cc1ccccc1)S(=O)(=O)c1cccc(C(=O)NC2CC(C)(C)NC(C)(C)C2)c1. Results: hERG_inhib (hERG inhibition (general)): blocker. (3) The molecule is Cc1ccc(C(=O)N/C(=C\c2ccc(-c3ccc(Cl)cc3)o2)C(=O)NCCCN(C)C)cc1. Results: hERG_inhib (hERG inhibition (general)): blocker. (4) The compound is CC(NCc1ccc([N+](=O)[O-])cc1)C1COc2ccccc2O1.O=C(O)C(=O)O. Results: hERG_inhib (hERG inhibition (general)): blocker. (5) The molecule is Cc1nc2c3cc(Cl)ccc3n(CCN3CCCCC3)c2s1.Cl. Results: hERG_inhib (hERG inhibition (general)): blocker. (6) The compound is CCN(CC)CCn1c(NCc2cccc(OC)c2)nc2ccccc21.Cl. Results: hERG_inhib (hERG inhibition (general)): blocker.